Dataset: Forward reaction prediction with 1.9M reactions from USPTO patents (1976-2016). Task: Predict the product of the given reaction. (1) The product is: [F:12][CH:2]([F:1])[C@@H:3]1[CH2:11][C:10]2[C:5](=[CH:6][CH:7]=[CH:8][CH:9]=2)[N:4]1[C:15](=[O:16])[CH2:14][Cl:13]. Given the reactants [F:1][CH:2]([F:12])[C@@H:3]1[CH2:11][C:10]2[C:5](=[CH:6][CH:7]=[CH:8][CH:9]=2)[NH:4]1.[Cl:13][CH2:14][C:15](Cl)=[O:16].C(N(CC)CC)C, predict the reaction product. (2) Given the reactants FC(F)(F)C1C=CC(CBr)=CC=1.Br[CH2:14][CH2:15][O:16][C:17]1[CH:22]=[CH:21][C:20]([F:23])=[CH:19][CH:18]=1.[CH3:24][C:25]1[N:26]=[C:27]([N:35]2[C:39](=[O:40])[NH:38][N:37]=[CH:36]2)[S:28][C:29]=1[C:30]([O:32][CH2:33][CH3:34])=[O:31], predict the reaction product. The product is: [F:23][C:20]1[CH:21]=[CH:22][C:17]([O:16][CH2:15][CH2:14][N:38]2[C:39](=[O:40])[N:35]([C:27]3[S:28][C:29]([C:30]([O:32][CH2:33][CH3:34])=[O:31])=[C:25]([CH3:24])[N:26]=3)[CH:36]=[N:37]2)=[CH:18][CH:19]=1.